From a dataset of Reaction yield outcomes from USPTO patents with 853,638 reactions. Predict the reaction yield, written as a fraction of the theoretical maximum amount of product (1.0 means a 100% yield; for example, 0.34 means a 34% yield). (1) The reactants are [CH3:1][O:2][CH2:3][C:4]1([NH:19][C:20](=[O:26])[O:21][C:22]([CH3:25])([CH3:24])[CH3:23])[CH2:9][CH2:8][N:7]([C:10]2[C:11]([N+:16]([O-])=O)=[N:12][CH:13]=[CH:14][CH:15]=2)[CH2:6][CH2:5]1. The catalyst is [Pd].C(OCC)(=O)C. The product is [NH2:16][C:11]1[C:10]([N:7]2[CH2:8][CH2:9][C:4]([NH:19][C:20](=[O:26])[O:21][C:22]([CH3:24])([CH3:23])[CH3:25])([CH2:3][O:2][CH3:1])[CH2:5][CH2:6]2)=[CH:15][CH:14]=[CH:13][N:12]=1. The yield is 0.980. (2) The reactants are N#N.[CH3:3][C:4]1([C:9]2[N:10]=[C:11]([CH2:14][N:15]3[N:19]=[C:18]([N+:20]([O-])=O)[CH:17]=[N:16]3)[S:12][CH:13]=2)[O:8][CH2:7][CH2:6][O:5]1.[NH4+].[Cl-]. The catalyst is CCO.O.[Fe]. The product is [CH3:3][C:4]1([C:9]2[N:10]=[C:11]([CH2:14][N:15]3[N:19]=[C:18]([NH2:20])[CH:17]=[N:16]3)[S:12][CH:13]=2)[O:5][CH2:6][CH2:7][O:8]1. The yield is 0.920. (3) The reactants are [OH:1][CH:2]([CH3:23])[CH2:3][CH2:4][C:5]1[O:6][C:7]2[C:16]3[CH:15]([CH2:17][CH2:18][NH:19][C:20](=[O:22])[CH3:21])[CH2:14][CH2:13][C:12]=3[CH:11]=[CH:10][C:8]=2[N:9]=1.C[N+]1([O-])CCOCC1.O. The catalyst is C(#N)C. The product is [O:1]=[C:2]([CH3:23])[CH2:3][CH2:4][C:5]1[O:6][C:7]2[C:16]3[CH:15]([CH2:17][CH2:18][NH:19][C:20](=[O:22])[CH3:21])[CH2:14][CH2:13][C:12]=3[CH:11]=[CH:10][C:8]=2[N:9]=1. The yield is 0.310. (4) The reactants are Br[CH2:2][C:3]1[C:4]([O:6][C:7](=[O:10])[C:8]=1[CH3:9])=[O:5].[OH-:11].[Na+].Cl.[Cl-].[Na+]. The catalyst is CCCCCC.C(OCC)(=O)C. The product is [OH:11][CH2:2][C:3]1[C:4]([O:6][C:7](=[O:10])[C:8]=1[CH3:9])=[O:5]. The yield is 0.260. (5) The reactants are [C:1]([O:5][C:6](=[O:26])[N:7]([CH3:25])[C@H:8]([C:10](=[O:24])[NH:11][C@@H:12]1[C:18](=[O:19])[NH:17][C:16]2[CH:20]=[CH:21][CH:22]=[CH:23][C:15]=2[CH2:14][CH2:13]1)[CH3:9])([CH3:4])([CH3:3])[CH3:2].[Br:27][C:28]1[CH:29]=[C:30]2[C:35](=[CH:36][CH:37]=1)[C:34]([CH2:38]Cl)=[C:33]([O:40][CH3:41])[CH:32]=[CH:31]2. No catalyst specified. The product is [C:1]([O:5][C:6](=[O:26])[N:7]([C@H:8]([C:10](=[O:24])[NH:11][C@@H:12]1[C:18](=[O:19])[N:17]([CH2:38][C:34]2[C:35]3[C:30](=[CH:29][C:28]([Br:27])=[CH:37][CH:36]=3)[CH:31]=[CH:32][C:33]=2[O:40][CH3:41])[C:16]2[CH:20]=[CH:21][CH:22]=[CH:23][C:15]=2[CH2:14][CH2:13]1)[CH3:9])[CH3:25])([CH3:4])([CH3:2])[CH3:3]. The yield is 0.820. (6) The reactants are [NH2:1][C:2]1[C:11]2[C:6](=[C:7](Br)[CH:8]=[CH:9][CH:10]=2)[N:5]=[N:4][C:3]=1[C:13]([NH:15][CH3:16])=[O:14].[CH3:17][O:18][C:19]1[CH:24]=[CH:23][C:22]([O:25][CH3:26])=[CH:21][C:20]=1B(O)O.C(=O)([O-])[O-].[K+].[K+]. The catalyst is O1CCCC1.C(O)C.O. The product is [NH2:1][C:2]1[C:11]2[C:6](=[C:7]([C:23]3[CH:24]=[C:19]([O:18][CH3:17])[CH:20]=[CH:21][C:22]=3[O:25][CH3:26])[CH:8]=[CH:9][CH:10]=2)[N:5]=[N:4][C:3]=1[C:13]([NH:15][CH3:16])=[O:14]. The yield is 0.590. (7) The reactants are S(Cl)(Cl)=O.[NH2:5][C:6]1[CH:7]=[C:8]([CH:12]=[CH:13][C:14]=1[NH2:15])[C:9]([OH:11])=[O:10].[C:16](=O)(O)[O-].[Na+]. The catalyst is CO. The product is [CH3:16][O:10][C:9](=[O:11])[C:8]1[CH:12]=[CH:13][C:14]([NH2:15])=[C:6]([NH2:5])[CH:7]=1. The yield is 0.810.